Dataset: Forward reaction prediction with 1.9M reactions from USPTO patents (1976-2016). Task: Predict the product of the given reaction. (1) Given the reactants [CH2:1]([C:8]([OH:10])=[O:9])[C:2]([CH2:4][C:5]([OH:7])=O)=[O:3].[C:11](OC(=O)C)(=[O:13])[CH3:12], predict the reaction product. The product is: [C:11]([O:7][C:5]1[CH2:4][C:2](=[O:3])[O:1][C:8](=[O:9])[CH:10]=1)(=[O:13])[CH3:12]. (2) Given the reactants Cl[C:2]1[C:3]2[CH2:11][N:10]([C:12]3[CH:17]=[CH:16][C:15]([CH3:18])=[CH:14][N:13]=3)[CH2:9][CH2:8][C:4]=2[N:5]=[CH:6][N:7]=1.[NH2:19][C@@H:20]([C:23]1[CH:24]=[N:25][C:26]([O:29][CH3:30])=[CH:27][CH:28]=1)[CH2:21][OH:22].C(N(CC)C(C)C)(C)C, predict the reaction product. The product is: [CH3:30][O:29][C:26]1[N:25]=[CH:24][C:23]([C@H:20]([NH:19][C:2]2[C:3]3[CH2:11][N:10]([C:12]4[CH:17]=[CH:16][C:15]([CH3:18])=[CH:14][N:13]=4)[CH2:9][CH2:8][C:4]=3[N:5]=[CH:6][N:7]=2)[CH2:21][OH:22])=[CH:28][CH:27]=1. (3) Given the reactants [CH3:1][C:2]1([CH3:11])[CH2:7][C:6](=[O:8])[CH2:5][CH:4]([CH3:9])[C:3]1=[O:10].[C:12]1(C)C=C[CH:15]=[CH:14][CH:13]=1.C(OC)(OC)[O:20]C.O, predict the reaction product. The product is: [CH3:12][CH:13]1[CH:14]([CH3:15])[O:20][C:6]2([CH2:7][C:2]([CH3:1])([CH3:11])[C:3](=[O:10])[C:4]([CH3:9])=[CH:5]2)[O:8]1. (4) The product is: [OH:2][CH:3]1[O:11][C@H:10]([CH2:12][OH:13])[C@@H:8]([OH:9])[C@H:6]([OH:7])[C@H:4]1[NH2:5].[Cl-:1].[Na+:15]. Given the reactants [ClH:1].[OH:2][CH:3]1[O:11][C@H:10]([CH2:12][OH:13])[C@@H:8]([OH:9])[C@H:6]([OH:7])[C@H:4]1[NH2:5].[OH-].[Na+:15], predict the reaction product.